This data is from Peptide-MHC class I binding affinity with 185,985 pairs from IEDB/IMGT. The task is: Regression. Given a peptide amino acid sequence and an MHC pseudo amino acid sequence, predict their binding affinity value. This is MHC class I binding data. (1) The peptide sequence is LVDTLVKSGL. The MHC is HLA-A02:06 with pseudo-sequence HLA-A02:06. The binding affinity (normalized) is 0.306. (2) The peptide sequence is DDLVGVSV. The MHC is Mamu-B01 with pseudo-sequence Mamu-B01. The binding affinity (normalized) is 0. (3) The peptide sequence is INTLESMMK. The MHC is HLA-B08:02 with pseudo-sequence HLA-B08:02. The binding affinity (normalized) is 0.0847. (4) The peptide sequence is YIYSEIKQGR. The MHC is HLA-A33:01 with pseudo-sequence HLA-A33:01. The binding affinity (normalized) is 0.376. (5) The peptide sequence is DHVSTLLTWH. The MHC is HLA-A33:01 with pseudo-sequence HLA-A33:01. The binding affinity (normalized) is 0. (6) The peptide sequence is MISTYPGNT. The MHC is HLA-A02:01 with pseudo-sequence HLA-A02:01. The binding affinity (normalized) is 0.0170. (7) The peptide sequence is FPIQYYDIW. The binding affinity (normalized) is 0.833. The MHC is Mamu-B17 with pseudo-sequence Mamu-B17.